This data is from Catalyst prediction with 721,799 reactions and 888 catalyst types from USPTO. The task is: Predict which catalyst facilitates the given reaction. (1) Reactant: Br[C:2]1[C:3]([CH3:32])=[C:4]([CH2:7][O:8][C:9]2[CH:14]=[CH:13][C:12]3[C:15]4([CH2:30][O:31][C:11]=3[CH:10]=2)[CH2:20][CH2:19][N:18]([CH2:21][CH2:22][C:23]([O:25][C:26]([CH3:29])([CH3:28])[CH3:27])=[O:24])[CH2:17][CH2:16]4)[S:5][CH:6]=1.[C:33]1(B(O)O)[CH:38]=[CH:37][CH:36]=[CH:35][CH:34]=1.O.[O-]P([O-])([O-])=O.[K+].[K+].[K+]. Product: [CH3:32][C:3]1[C:2]([C:33]2[CH:38]=[CH:37][CH:36]=[CH:35][CH:34]=2)=[CH:6][S:5][C:4]=1[CH2:7][O:8][C:9]1[CH:14]=[CH:13][C:12]2[C:15]3([CH2:30][O:31][C:11]=2[CH:10]=1)[CH2:20][CH2:19][N:18]([CH2:21][CH2:22][C:23]([O:25][C:26]([CH3:29])([CH3:28])[CH3:27])=[O:24])[CH2:17][CH2:16]3. The catalyst class is: 164. (2) Reactant: [NH:1]1[CH2:6][CH2:5][O:4][CH2:3][CH2:2]1.Br[CH2:8][C:9]([C:11]1[CH:16]=[CH:15][C:14]([Br:17])=[CH:13][CH:12]=1)=[O:10]. Product: [Br:17][C:14]1[CH:15]=[CH:16][C:11]([C:9](=[O:10])[CH2:8][N:1]2[CH2:6][CH2:5][O:4][CH2:3][CH2:2]2)=[CH:12][CH:13]=1. The catalyst class is: 11. (3) Reactant: [N+:1]([C:4]1[CH:9]=[C:8]([Cl:10])[CH:7]=[C:6]([Cl:11])[C:5]=1[O:12][CH3:13])([O-])=O. Product: [NH2:1][C:4]1[CH:9]=[C:8]([Cl:10])[CH:7]=[C:6]([Cl:11])[C:5]=1[O:12][CH3:13]. The catalyst class is: 553. (4) Reactant: [CH3:1][C:2]1[CH:7]=[CH:6][C:5]([C:8]2[CH:13]=[C:12]([C:14]([N:16]3[CH2:20][CH2:19][CH2:18][CH2:17]3)=[O:15])[CH:11]=[C:10]([C:21]([OH:23])=O)[CH:9]=2)=[CH:4][CH:3]=1.[Cl:24][C:25]1[CH:30]=[CH:29][C:28]([CH:31]([NH2:33])[CH3:32])=[CH:27][C:26]=1[S:34]([CH3:37])(=[O:36])=[O:35].F[P-](F)(F)(F)(F)F.C[N+](C)=C(N(C)C)ON1C2N=CC=CC=2N=N1.C(N(CC)C(C)C)(C)C. Product: [Cl:24][C:25]1[CH:30]=[CH:29][C:28]([CH:31]([NH:33][C:21]([C:10]2[CH:9]=[C:8]([C:5]3[CH:4]=[CH:3][C:2]([CH3:1])=[CH:7][CH:6]=3)[CH:13]=[C:12]([C:14]([N:16]3[CH2:17][CH2:18][CH2:19][CH2:20]3)=[O:15])[CH:11]=2)=[O:23])[CH3:32])=[CH:27][C:26]=1[S:34]([CH3:37])(=[O:35])=[O:36]. The catalyst class is: 9. (5) Reactant: [Cl:1][C:2]1[CH:3]=[CH:4][C:5]([NH:18][CH2:19][CH:20]2[CH2:25][CH2:24][NH:23][CH2:22][CH2:21]2)=[C:6]([CH:17]=1)[C:7]([NH:9][C:10]1[CH:15]=[CH:14][C:13]([Cl:16])=[CH:12][N:11]=1)=[O:8].Br[CH2:27][C:28]([O:30][CH2:31][CH3:32])=[O:29].C(N(CC)CC)C. Product: [Cl:1][C:2]1[CH:3]=[CH:4][C:5]([NH:18][CH2:19][CH:20]2[CH2:21][CH2:22][N:23]([CH2:27][C:28]([O:30][CH2:31][CH3:32])=[O:29])[CH2:24][CH2:25]2)=[C:6]([CH:17]=1)[C:7]([NH:9][C:10]1[CH:15]=[CH:14][C:13]([Cl:16])=[CH:12][N:11]=1)=[O:8]. The catalyst class is: 9. (6) Reactant: [C:1]([CH2:3][C:4]1[C:8]([C:9]2[CH:14]=[CH:13][CH:12]=[CH:11][C:10]=2[NH:15][C:16](=[O:22])[O:17][C:18]([CH3:21])([CH3:20])[CH3:19])=[C:7]([CH3:23])[O:6][N:5]=1)#N.[OH-:24].[Na+].[OH2:26]. Product: [C:18]([O:17][C:16]([NH:15][C:10]1[CH:11]=[CH:12][CH:13]=[CH:14][C:9]=1[C:8]1[C:4]([CH2:3][C:1]([OH:26])=[O:24])=[N:5][O:6][C:7]=1[CH3:23])=[O:22])([CH3:21])([CH3:20])[CH3:19]. The catalyst class is: 8. (7) Reactant: [Br:1][C:2]1[CH:10]=[C:9]([CH3:11])[C:5]([C:6](O)=[O:7])=[C:4]([F:12])[CH:3]=1.C(N1C=CN=C1)([N:15]1C=CN=C1)=O.N. Product: [Br:1][C:2]1[CH:10]=[C:9]([CH3:11])[C:5]([C:6]([NH2:15])=[O:7])=[C:4]([F:12])[CH:3]=1. The catalyst class is: 1. (8) Reactant: [I:1][C:2]1[CH:7]=[CH:6][N:5]=[C:4]2[N:8](C(=O)C)[CH:9]=[CH:10][C:3]=12.CO. Product: [I:1][C:2]1[CH:7]=[CH:6][N:5]=[C:4]2[NH:8][CH:9]=[CH:10][C:3]=12. The catalyst class is: 8. (9) Reactant: Cl.[NH2:2][CH2:3][C@H:4]1[CH2:9][CH2:8][C@H:7]([C:10]([O:12][CH3:13])=[O:11])[CH2:6][CH2:5]1.C(N(CC)CC)C.[C:21](Cl)(=[O:23])[CH3:22].O. Product: [C:21]([NH:2][CH2:3][C@H:4]1[CH2:5][CH2:6][C@H:7]([C:10]([O:12][CH3:13])=[O:11])[CH2:8][CH2:9]1)(=[O:23])[CH3:22]. The catalyst class is: 22.